Dataset: Forward reaction prediction with 1.9M reactions from USPTO patents (1976-2016). Task: Predict the product of the given reaction. Given the reactants [CH3:1][O:2][C:3]([C:5]1[CH:10]=[N:9][C:8](O)=[CH:7][N:6]=1)=[O:4].O=P(Cl)(Cl)[Cl:14], predict the reaction product. The product is: [CH3:1][O:2][C:3]([C:5]1[CH:10]=[N:9][C:8]([Cl:14])=[CH:7][N:6]=1)=[O:4].